Task: Predict the reaction yield, written as a fraction of the theoretical maximum amount of product (1.0 means a 100% yield; for example, 0.34 means a 34% yield).. Dataset: Reaction yield outcomes from USPTO patents with 853,638 reactions (1) The reactants are Br[CH2:2][CH2:3][S:4]([C:7]1[CH:12]=[CH:11][CH:10]=[CH:9][C:8]=1[C:13]([F:16])([F:15])[F:14])(=[O:6])=[O:5].C(N(CC)CC)C. The catalyst is ClCCl. The product is [CH:3]([S:4]([C:7]1[CH:12]=[CH:11][CH:10]=[CH:9][C:8]=1[C:13]([F:15])([F:14])[F:16])(=[O:5])=[O:6])=[CH2:2]. The yield is 0.690. (2) The reactants are [CH2:1]([N:8]([C@H:30]([CH:32]1[CH2:34][CH2:33]1)[CH3:31])[C:9](=[O:29])[CH2:10][NH:11][C:12](=[O:28])[NH:13][C@:14]1([C:24]([O:26]C)=O)[C:22]2[C:17](=[CH:18][C:19]([Br:23])=[CH:20][CH:21]=2)[CH2:16][CH2:15]1)[C:2]1[CH:7]=[CH:6][CH:5]=[CH:4][CH:3]=1.[Li+].[OH-]. The catalyst is C1COCC1. The product is [CH2:1]([N:8]([C@H:30]([CH:32]1[CH2:34][CH2:33]1)[CH3:31])[C:9](=[O:29])[CH2:10][N:11]1[C:24](=[O:26])[C@:14]2([C:22]3[C:17](=[CH:18][C:19]([Br:23])=[CH:20][CH:21]=3)[CH2:16][CH2:15]2)[NH:13][C:12]1=[O:28])[C:2]1[CH:3]=[CH:4][CH:5]=[CH:6][CH:7]=1. The yield is 0.550. (3) The reactants are [F:1][C:2]1[CH:15]=[CH:14][C:5]([C:6]([CH:8]2[CH2:13][CH2:12][NH:11][CH2:10][CH2:9]2)=[O:7])=[CH:4][CH:3]=1.O=[CH:17][CH2:18][C@H:19]1[CH2:24][CH2:23][C@H:22]([NH:25][C:26]([C:28]2[C:37]3[C:32](=[CH:33][CH:34]=[CH:35][CH:36]=3)[N:31]=[CH:30][CH:29]=2)=[O:27])[CH2:21][CH2:20]1.C(O[BH-](OC(=O)C)OC(=O)C)(=O)C.[Na+]. The catalyst is CO. The product is [F:1][C:2]1[CH:3]=[CH:4][C:5]([C:6]([CH:8]2[CH2:13][CH2:12][N:11]([CH2:17][CH2:18][C@H:19]3[CH2:24][CH2:23][C@H:22]([NH:25][C:26]([C:28]4[C:37]5[C:32](=[CH:33][CH:34]=[CH:35][CH:36]=5)[N:31]=[CH:30][CH:29]=4)=[O:27])[CH2:21][CH2:20]3)[CH2:10][CH2:9]2)=[O:7])=[CH:14][CH:15]=1. The yield is 0.990. (4) The reactants are [OH:1][C@@H:2]1[C@@H:7]([C:8]2[CH:13]=[CH:12][C:11]([O:14][CH3:15])=[CH:10][CH:9]=2)[CH2:6][CH2:5][N:4]([C:16]([O:18][C:19]([CH3:22])([CH3:21])[CH3:20])=[O:17])[CH2:3]1.CC(OI1(OC(C)=O)(OC(C)=O)OC(=O)C2C=CC=CC1=2)=O. The catalyst is C(Cl)Cl. The product is [CH3:15][O:14][C:11]1[CH:10]=[CH:9][C:8]([CH:7]2[CH2:6][CH2:5][N:4]([C:16]([O:18][C:19]([CH3:21])([CH3:20])[CH3:22])=[O:17])[CH2:3][C:2]2=[O:1])=[CH:13][CH:12]=1. The yield is 0.870. (5) The reactants are [CH3:1][C:2]1([CH3:18])[C:6]([CH3:8])([CH3:7])[O:5][B:4]([C:9]2[CH:17]=[C:16]3[C:12](C=N[NH:15]3)=[CH:11][CH:10]=2)[O:3]1.BrC1C=CC2[O:27][C:26]([CH3:28])=NC=2C=1. No catalyst specified. The product is [CH3:28][C:26]1[O:27][C:12]2[CH:11]=[CH:10][C:9]([B:4]3[O:5][C:6]([CH3:7])([CH3:8])[C:2]([CH3:1])([CH3:18])[O:3]3)=[CH:17][C:16]=2[N:15]=1. The yield is 1.00. (6) The reactants are [N:1]1([C:7]2[CH:13]=[CH:12][CH:11]=[CH:10][C:8]=2[NH2:9])[CH2:6][CH2:5][O:4][CH2:3][CH2:2]1.[N:14]([O-])=O.[Na+].C([O-])(=O)C.[Na+].[C:23]([CH2:26][C:27](=[O:29])[CH3:28])(=[O:25])[CH3:24]. The catalyst is C(O)(=O)C.Cl.O.C(O)C. The product is [N:1]1([C:7]2[CH:13]=[CH:12][CH:11]=[CH:10][C:8]=2[NH:9][N:14]=[C:26]([C:27](=[O:29])[CH3:28])[C:23](=[O:25])[CH3:24])[CH2:2][CH2:3][O:4][CH2:5][CH2:6]1. The yield is 0.620. (7) The reactants are [C:1]([C:3]1[CH:4]=[C:5]([CH:38]=[CH:39][CH:40]=1)[CH2:6][N:7]([CH:17]1[CH2:22][CH2:21][N:20]([CH:23]([CH3:37])[CH2:24][CH2:25][NH:26][C:27]([C:29]2[C:30]([CH3:36])=[N:31][CH:32]=[N:33][C:34]=2[CH3:35])=[O:28])[CH2:19][CH2:18]1)[C:8]1[CH:16]=[CH:15][C:11]([C:12](O)=[O:13])=[CH:10][CH:9]=1)#[N:2].[NH:41]1[CH2:46][CH2:45][O:44][CH2:43][CH2:42]1. No catalyst specified. The product is [C:1]([C:3]1[CH:4]=[C:5]([CH:38]=[CH:39][CH:40]=1)[CH2:6][N:7]([C:8]1[CH:16]=[CH:15][C:11]([C:12]([N:41]2[CH2:46][CH2:45][O:44][CH2:43][CH2:42]2)=[O:13])=[CH:10][CH:9]=1)[CH:17]1[CH2:22][CH2:21][N:20]([CH:23]([CH3:37])[CH2:24][CH2:25][NH:26][C:27]([C:29]2[C:34]([CH3:35])=[N:33][CH:32]=[N:31][C:30]=2[CH3:36])=[O:28])[CH2:19][CH2:18]1)#[N:2]. The yield is 0.870.